From a dataset of Peptide-MHC class I binding affinity with 185,985 pairs from IEDB/IMGT. Regression. Given a peptide amino acid sequence and an MHC pseudo amino acid sequence, predict their binding affinity value. This is MHC class I binding data. (1) The peptide sequence is KEIESVLST. The MHC is HLA-A02:01 with pseudo-sequence HLA-A02:01. The binding affinity (normalized) is 0. (2) The peptide sequence is NLDRSNDKV. The MHC is HLA-A02:07 with pseudo-sequence HLA-A02:07. The binding affinity (normalized) is 0.0472. (3) The peptide sequence is YQLEMYHPI. The MHC is HLA-B83:01 with pseudo-sequence HLA-B83:01. The binding affinity (normalized) is 0.213. (4) The peptide sequence is TVAHQVCPY. The MHC is HLA-B08:02 with pseudo-sequence HLA-B08:02. The binding affinity (normalized) is 0.0847. (5) The peptide sequence is SSFKTFLTV. The MHC is H-2-Db with pseudo-sequence H-2-Db. The binding affinity (normalized) is 0.184.